Task: Regression. Given a peptide amino acid sequence and an MHC pseudo amino acid sequence, predict their binding affinity value. This is MHC class I binding data.. Dataset: Peptide-MHC class I binding affinity with 185,985 pairs from IEDB/IMGT (1) The peptide sequence is KAAVDLSHFL. The MHC is Patr-B0101 with pseudo-sequence Patr-B0101. The binding affinity (normalized) is 0.181. (2) The peptide sequence is YGDTEAICR. The MHC is HLA-B27:05 with pseudo-sequence HLA-B27:05. The binding affinity (normalized) is 0.0847. (3) The peptide sequence is WCSQTSYQY. The MHC is HLA-A24:02 with pseudo-sequence HLA-A24:02. The binding affinity (normalized) is 0. (4) The peptide sequence is INISGYNLSL. The MHC is HLA-A02:06 with pseudo-sequence HLA-A02:06. The binding affinity (normalized) is 0.136.